This data is from Retrosynthesis with 50K atom-mapped reactions and 10 reaction types from USPTO. The task is: Predict the reactants needed to synthesize the given product. (1) Given the product COC(=O)c1ccc(CN([C@@H]2CC(F)(F)CCNC2=O)S(=O)(=O)c2ccc(Cl)cc2)c(F)c1, predict the reactants needed to synthesize it. The reactants are: COC(=O)c1ccc(CBr)c(F)c1.O=C1NCCC(F)(F)C[C@H]1NS(=O)(=O)c1ccc(Cl)cc1. (2) Given the product COC(=O)C1(CO)CCCC1, predict the reactants needed to synthesize it. The reactants are: COC(=O)C1(C=O)CCCC1. (3) Given the product CCOC(=O)[C@H](Cc1ccc(CCOc2ccc(OS(C)(=O)=O)cc2)cc1)OCC, predict the reactants needed to synthesize it. The reactants are: CCOC(=O)[C@H](Cc1ccc(CCO)cc1)OCC.CS(=O)(=O)Oc1ccc(O)cc1. (4) Given the product CCCC(=O)c1ccc2c(ccn2C)c1OCc1ccccc1, predict the reactants needed to synthesize it. The reactants are: CCCC(O)c1ccc2c(ccn2C)c1OCc1ccccc1. (5) Given the product COc1cccc(CNC(=O)c2nc3sc(C)cc3c(=O)[nH]2)c1, predict the reactants needed to synthesize it. The reactants are: CCOC(=O)c1nc2sc(C)cc2c(=O)[nH]1.COc1cccc(CN)c1.